This data is from Full USPTO retrosynthesis dataset with 1.9M reactions from patents (1976-2016). The task is: Predict the reactants needed to synthesize the given product. (1) Given the product [CH3:24][N:21]1[CH2:20][CH2:19][CH:18]([C:12]2[C:11]3[C:15](=[CH:16][CH:17]=[C:9]([OH:8])[CH:10]=3)[NH:14][CH:13]=2)[CH2:23][CH2:22]1, predict the reactants needed to synthesize it. The reactants are: C([O:8][C:9]1[CH:10]=[C:11]2[C:15](=[CH:16][CH:17]=1)[NH:14][CH:13]=[C:12]2[C:18]1[CH2:19][CH2:20][N:21]([CH3:24])[CH2:22][CH:23]=1)C1C=CC=CC=1.[H][H]. (2) Given the product [Br:3][C:4]1[CH:5]=[C:6]([CH:12]=[C:13]([N:15]2[CH2:19][CH2:18][CH2:17][C:16]2=[O:21])[CH:14]=1)[C:7]([O:9][CH2:10][CH3:11])=[O:8], predict the reactants needed to synthesize it. The reactants are: [H-].[Na+].[Br:3][C:4]1[CH:5]=[C:6]([CH:12]=[C:13]([NH:15][C:16](=[O:21])[CH2:17][CH2:18][CH2:19]Cl)[CH:14]=1)[C:7]([O:9][CH2:10][CH3:11])=[O:8].